From a dataset of Catalyst prediction with 721,799 reactions and 888 catalyst types from USPTO. Predict which catalyst facilitates the given reaction. Reactant: [CH:1]1([CH:4]([O:8][CH2:9][CH:10]=O)[CH2:5][CH:6]=[CH2:7])[CH2:3][CH2:2]1.C([O-])(=O)C.[Na+].Cl.[NH2:18][OH:19]. Product: [CH:1]1([CH:4]([O:8][CH2:9][CH:10]=[N:18][OH:19])[CH2:5][CH:6]=[CH2:7])[CH2:3][CH2:2]1. The catalyst class is: 40.